Dataset: Catalyst prediction with 721,799 reactions and 888 catalyst types from USPTO. Task: Predict which catalyst facilitates the given reaction. (1) Reactant: C([O:8][C:9]1[CH:14]=[C:13]([F:15])[CH:12]=[CH:11][C:10]=1[NH:16][C:17]1[C:26]2[C:21](=[CH:22][C:23]([Br:28])=[CH:24][C:25]=2[F:27])[N:20]=[CH:19][N:18]=1)C1C=CC=CC=1.B(Br)(Br)Br.C([O-])(O)=O.[Na+]. Product: [Br:28][C:23]1[CH:22]=[C:21]2[C:26]([C:17]([NH:16][C:10]3[CH:11]=[CH:12][C:13]([F:15])=[CH:14][C:9]=3[OH:8])=[N:18][CH:19]=[N:20]2)=[C:25]([F:27])[CH:24]=1. The catalyst class is: 2. (2) Product: [CH:1]([O:4][C:5]1[C:6]([N:14]([CH:16]([CH3:18])[CH3:17])[CH3:15])=[CH:7][C:8]([NH2:11])=[CH:9][CH:10]=1)([CH3:3])[CH3:2]. Reactant: [CH:1]([O:4][C:5]1[CH:10]=[CH:9][C:8]([N+:11]([O-])=O)=[CH:7][C:6]=1[N:14]([CH:16]([CH3:18])[CH3:17])[CH3:15])([CH3:3])[CH3:2]. The catalyst class is: 29. (3) Reactant: [F:1][C:2]1[CH:3]=[N:4][C:5]([NH:11][CH:12]2[CH2:17][CH2:16][S:15][CH2:14][CH2:13]2)=[C:6]([CH:10]=1)[C:7]([OH:9])=O.[NH2:18][C@@H:19]1[CH2:24][CH2:23][C@H:22]([NH:25][C:26](=[O:32])[O:27][C:28]([CH3:31])([CH3:30])[CH3:29])[CH2:21][CH2:20]1.CN(C(ON1N=NC2C=CC=NC1=2)=[N+](C)C)C.F[P-](F)(F)(F)(F)F.C1C=NC2N(O)N=NC=2C=1.CCN(C(C)C)C(C)C. Product: [F:1][C:2]1[CH:10]=[C:6]([C:7]([NH:18][C@@H:19]2[CH2:24][CH2:23][C@H:22]([NH:25][C:26](=[O:32])[O:27][C:28]([CH3:30])([CH3:29])[CH3:31])[CH2:21][CH2:20]2)=[O:9])[C:5]([NH:11][CH:12]2[CH2:17][CH2:16][S:15][CH2:14][CH2:13]2)=[N:4][CH:3]=1. The catalyst class is: 514.